From a dataset of Reaction yield outcomes from USPTO patents with 853,638 reactions. Predict the reaction yield, written as a fraction of the theoretical maximum amount of product (1.0 means a 100% yield; for example, 0.34 means a 34% yield). (1) The reactants are [CH3:1][C:2]1[CH:7]=[CH:6][C:5]([S:8]([O:11][CH2:12][CH:13]([OH:31])[CH2:14][C:15]2[CH:20]=[CH:19][C:18]([O:21][CH3:22])=[CH:17][C:16]=2[O:23]CC2C=CC=CC=2)(=[O:10])=[O:9])=[CH:4][CH:3]=1. The catalyst is C(O)C.[Pd]. The product is [CH3:1][C:2]1[CH:3]=[CH:4][C:5]([S:8]([O:11][CH2:12][CH:13]([OH:31])[CH2:14][C:15]2[CH:20]=[CH:19][C:18]([O:21][CH3:22])=[CH:17][C:16]=2[OH:23])(=[O:10])=[O:9])=[CH:6][CH:7]=1. The yield is 0.950. (2) The reactants are O[C:2]1([C:23]2[CH:28]=[CH:27][CH:26]=[CH:25][C:24]=2[O:29][CH3:30])[C:6]2[CH:7]=[C:8]([NH:13][C:14](=[O:20])[CH2:15][C:16]([CH3:19])([CH3:18])[CH3:17])[C:9]([CH3:12])=[C:10]([CH3:11])[C:5]=2[O:4][C:3]1([CH3:22])[CH3:21]. The catalyst is C(OCC)(=O)C.CCCCCC. The product is [CH3:30][O:29][C:24]1[CH:25]=[CH:26][CH:27]=[CH:28][C:23]=1[CH:2]1[C:6]2[CH:7]=[C:8]([NH:13][C:14](=[O:20])[CH2:15][C:16]([CH3:18])([CH3:17])[CH3:19])[C:9]([CH3:12])=[C:10]([CH3:11])[C:5]=2[O:4][C:3]1([CH3:22])[CH3:21]. The yield is 0.820. (3) The reactants are [NH2:1][C:2]1[N:7]=[CH:6][C:5]([N:8]2[CH2:11][CH:10]([OH:12])[CH2:9]2)=[CH:4][CH:3]=1.Br[C:14]1[C:15](=[O:22])[N:16]([CH3:21])[CH:17]=[C:18]([Br:20])[CH:19]=1.C(=O)([O-])[O-].[Cs+].[Cs+].CC1(C)C2C(=C(P(C3C=CC=CC=3)C3C=CC=CC=3)C=CC=2)OC2C(P(C3C=CC=CC=3)C3C=CC=CC=3)=CC=CC1=2. The catalyst is O1CCOCC1.[Pd].[Pd].C(=CC(C=CC1C=CC=CC=1)=O)C1C=CC=CC=1.C(=CC(C=CC1C=CC=CC=1)=O)C1C=CC=CC=1.C(=CC(C=CC1C=CC=CC=1)=O)C1C=CC=CC=1.CO.CCOC(C)=O.O. The product is [Br:20][C:18]1[CH:19]=[C:14]([NH:1][C:2]2[CH:3]=[CH:4][C:5]([N:8]3[CH2:9][CH:10]([OH:12])[CH2:11]3)=[CH:6][N:7]=2)[C:15](=[O:22])[N:16]([CH3:21])[CH:17]=1. The yield is 0.390. (4) The catalyst is O1CCOCC1. The yield is 0.820. The product is [C:17]1([C:9]2[C:10]3[CH:16]=[CH:15][CH:14]=[CH:13][C:11]=3[S:12][C:8]=2[NH2:7])[CH:18]=[CH:19][CH:20]=[CH:21][CH:22]=1. The reactants are C(OC(=O)[NH:7][C:8]1[S:12][C:11]2[CH:13]=[CH:14][CH:15]=[CH:16][C:10]=2[C:9]=1[C:17]1[CH:22]=[CH:21][CH:20]=[CH:19][CH:18]=1)(C)(C)C.Cl. (5) The reactants are [NH2:1][C:2]1[C:7]([F:8])=[C:6](Br)[N:5]=[C:4]([C:10]([O:12][CH3:13])=[O:11])[C:3]=1[Cl:14].[CH3:15][Sn:16]([CH3:22])([CH3:21])[Sn:16]([CH3:22])([CH3:21])[CH3:15]. The catalyst is O1CCOCC1.Cl[Pd](Cl)([P](C1C=CC=CC=1)(C1C=CC=CC=1)C1C=CC=CC=1)[P](C1C=CC=CC=1)(C1C=CC=CC=1)C1C=CC=CC=1. The product is [NH2:1][C:2]1[C:7]([F:8])=[C:6]([Sn:16]([CH3:22])([CH3:21])[CH3:15])[N:5]=[C:4]([C:10]([O:12][CH3:13])=[O:11])[C:3]=1[Cl:14]. The yield is 1.00. (6) The reactants are Cl.[Br:2][C:3]1[CH:8]=[CH:7][C:6]([F:9])=[CH:5][C:4]=1[NH:10][NH2:11].CN([CH:15]=[N:16][C:17](=[O:19])[CH3:18])C.CCOCC. The catalyst is N1C=CC=CC=1. The product is [Br:2][C:3]1[CH:8]=[CH:7][C:6]([F:9])=[CH:5][C:4]=1[NH:10]/[N:11]=[CH:15]/[NH:16][C:17](=[O:19])[CH3:18]. The yield is 0.630. (7) The reactants are [CH2:1]([O:4][C@H:5]1[C:13]2[C:8](=[CH:9][C:10]([O:14][CH2:15][CH2:16][CH3:17])=[CH:11][CH:12]=2)[C@@H:7]([NH2:18])[CH2:6]1)[CH:2]=[CH2:3].[F:19][C:20]1[CH:21]=[C:22]([CH2:27][C@H:28]([NH:32]C(=O)OC(C)(C)C)[C@H:29]2[CH2:31][O:30]2)[CH:23]=[C:24]([F:26])[CH:25]=1. No catalyst specified. The product is [CH2:1]([O:4][C@H:5]1[C:13]2[C:8](=[CH:9][C:10]([O:14][CH2:15][CH2:16][CH3:17])=[CH:11][CH:12]=2)[C@@H:7]([NH:18][CH2:31][C@@H:29]([OH:30])[C@@H:28]([NH2:32])[CH2:27][C:22]2[CH:23]=[C:24]([F:26])[CH:25]=[C:20]([F:19])[CH:21]=2)[CH2:6]1)[CH:2]=[CH2:3]. The yield is 0.660.